This data is from Forward reaction prediction with 1.9M reactions from USPTO patents (1976-2016). The task is: Predict the product of the given reaction. (1) The product is: [CH3:22][O:23][N:24]=[CH:12][CH2:11][CH2:10][C:3]1[C:4]([Cl:9])=[CH:5][C:6]([Cl:8])=[CH:7][C:2]=1[Cl:1]. Given the reactants [Cl:1][C:2]1[CH:7]=[C:6]([Cl:8])[CH:5]=[C:4]([Cl:9])[C:3]=1[CH2:10][CH2:11][CH:12]=O.C(N(CC)CC)C.Cl.[CH3:22][O:23][NH2:24], predict the reaction product. (2) Given the reactants Br[CH2:2][CH:3]1[CH2:5][CH2:4]1.[CH:6]1([C:9]2[CH:10]=[C:11]([CH:14]=[C:15]([OH:18])[C:16]=2[I:17])[CH:12]=[O:13])[CH2:8][CH2:7]1.C(=O)([O-])[O-].[K+].[K+].CN(C=O)C, predict the reaction product. The product is: [CH:6]1([C:9]2[CH:10]=[C:11]([CH:14]=[C:15]([O:18][CH2:2][CH:3]3[CH2:5][CH2:4]3)[C:16]=2[I:17])[CH:12]=[O:13])[CH2:7][CH2:8]1. (3) Given the reactants C(N(CC)CC)C.C1COCC1.[NH2:13][C:14]1[C:15]([S:23][CH3:24])=[N:16][C:17]([CH3:22])=[CH:18][C:19]=1[S:20][CH3:21].[Br:25][CH2:26][CH2:27][CH2:28][C:29](Cl)=[O:30], predict the reaction product. The product is: [Br:25][CH2:26][CH2:27][CH2:28][C:29]([NH:13][C:14]1[C:15]([S:23][CH3:24])=[N:16][C:17]([CH3:22])=[CH:18][C:19]=1[S:20][CH3:21])=[O:30]. (4) Given the reactants [CH3:1][C:2]1([CH3:28])[N:6]([CH2:7][C:8]2[CH:13]=[CH:12][N:11]=[CH:10][CH:9]=2)[C:5](=[O:14])[N:4]([C:15]2[CH:20]=[CH:19][C:18]([CH:21]([CH3:23])[CH3:22])=[C:17]([N+:24]([O-])=O)[CH:16]=2)[C:3]1=[O:27].[OH-].[Na+], predict the reaction product. The product is: [NH2:24][C:17]1[CH:16]=[C:15]([N:4]2[C:3](=[O:27])[C:2]([CH3:1])([CH3:28])[N:6]([CH2:7][C:8]3[CH:9]=[CH:10][N:11]=[CH:12][CH:13]=3)[C:5]2=[O:14])[CH:20]=[CH:19][C:18]=1[CH:21]([CH3:22])[CH3:23].